The task is: Predict the reaction yield, written as a fraction of the theoretical maximum amount of product (1.0 means a 100% yield; for example, 0.34 means a 34% yield).. This data is from Reaction yield outcomes from USPTO patents with 853,638 reactions. (1) The reactants are [Br:1][C:2]1[CH:7]=[C:6]([C:8]#[CH:9])[CH:5]=[CH:4][C:3]=1[F:10].[C:11]([O:14][C:15]1[CH:20]=[C:19](I)[CH:18]=[CH:17][C:16]=1[O:22][CH3:23])(=[O:13])[CH3:12].C(N(CC)CC)C. The catalyst is O1CCCC1.[Cu]I.Cl[Pd](Cl)([P](C1C=CC=CC=1)(C1C=CC=CC=1)C1C=CC=CC=1)[P](C1C=CC=CC=1)(C1C=CC=CC=1)C1C=CC=CC=1. The product is [C:11]([O:14][C:15]1[CH:20]=[C:19]([C:9]#[C:8][C:6]2[CH:5]=[CH:4][C:3]([F:10])=[C:2]([Br:1])[CH:7]=2)[CH:18]=[CH:17][C:16]=1[O:22][CH3:23])(=[O:13])[CH3:12]. The yield is 0.690. (2) The reactants are CC1(C)CCCC(C)(C)N1.C([Li])CCC.[C:16]([Si:20]([O:23][C:24]1[C:29]([F:30])=[CH:28][CH:27]=[CH:26][C:25]=1[CH:31]1[CH2:36][CH2:35][CH2:34][CH2:33][CH2:32]1)([CH3:22])[CH3:21])([CH3:19])([CH3:18])[CH3:17].[B:37](OC(C)C)([O:42]C(C)C)[O:38]C(C)C. The catalyst is C1COCC1. The product is [Si:20]([O:23][C:24]1[C:29]([F:30])=[C:28]([B:37]([OH:42])[OH:38])[CH:27]=[CH:26][C:25]=1[CH:31]1[CH2:36][CH2:35][CH2:34][CH2:33][CH2:32]1)([C:16]([CH3:19])([CH3:17])[CH3:18])([CH3:22])[CH3:21]. The yield is 1.01. (3) The reactants are Br[CH2:2][C:3]1[CH:10]=[CH:9][C:6]([CH:7]=[O:8])=[CH:5][C:4]=1[Cl:11].[C:12]1(=[O:22])[NH:16][C:15](=[O:17])[C:14]2=[CH:18][CH:19]=[CH:20][CH:21]=[C:13]12.[K]. The catalyst is CN(C=O)C.O. The product is [Cl:11][C:4]1[CH:5]=[C:6]([CH:9]=[CH:10][C:3]=1[CH2:2][N:16]1[C:12](=[O:22])[C:13]2[C:14](=[CH:18][CH:19]=[CH:20][CH:21]=2)[C:15]1=[O:17])[CH:7]=[O:8]. The yield is 0.600. (4) The reactants are [NH2:1][CH2:2][C:3]([C:6]1[CH:11]=[CH:10][C:9]([NH:12][C:13](=[O:24])[C:14]2[CH:19]=[CH:18][C:17]([O:20][CH3:21])=[C:16]([O:22][CH3:23])[CH:15]=2)=[CH:8][C:7]=1[CH3:25])([CH3:5])[CH3:4].[NH:26]1[C:34]2[C:29](=[CH:30][CH:31]=[CH:32][CH:33]=2)[C:28]([C:35](O)=[O:36])=[N:27]1.C1C=CC2N(O)N=NC=2C=1.C(Cl)CCl. The catalyst is C(Cl)Cl. The product is [CH3:23][O:22][C:16]1[CH:15]=[C:14]([CH:19]=[CH:18][C:17]=1[O:20][CH3:21])[C:13]([NH:12][C:9]1[CH:10]=[CH:11][C:6]([C:3]([CH3:5])([CH3:4])[CH2:2][NH:1][C:35]([C:28]2[C:29]3[C:34](=[CH:33][CH:32]=[CH:31][CH:30]=3)[NH:26][N:27]=2)=[O:36])=[C:7]([CH3:25])[CH:8]=1)=[O:24]. The yield is 0.870.